Dataset: Peptide-MHC class II binding affinity with 134,281 pairs from IEDB. Task: Regression. Given a peptide amino acid sequence and an MHC pseudo amino acid sequence, predict their binding affinity value. This is MHC class II binding data. (1) The peptide sequence is GELQEVDKIDAAFKI. The MHC is DRB1_1501 with pseudo-sequence DRB1_1501. The binding affinity (normalized) is 0.369. (2) The peptide sequence is EPIAAYHFDLSGIAF. The MHC is HLA-DPA10201-DPB10101 with pseudo-sequence HLA-DPA10201-DPB10101. The binding affinity (normalized) is 0.238. (3) The peptide sequence is VLAALFAGAWCVPKV. The MHC is HLA-DQA10501-DQB10201 with pseudo-sequence HLA-DQA10501-DQB10201. The binding affinity (normalized) is 0.330.